This data is from Full USPTO retrosynthesis dataset with 1.9M reactions from patents (1976-2016). The task is: Predict the reactants needed to synthesize the given product. Given the product [C:28]([C:11]1[C:12]2[C:17](=[CH:16][CH:15]=[C:14]([CH2:20][CH2:21][C:22]3[CH:27]=[CH:26][CH:25]=[CH:24][CH:23]=3)[CH:13]=2)[C:18]([OH:19])=[C:9]([C:7]([NH:6][CH2:5][C:4]([CH3:31])([CH3:30])[C:3]([OH:32])=[O:2])=[O:8])[N:10]=1)#[N:29], predict the reactants needed to synthesize it. The reactants are: C[O:2][C:3](=[O:32])[C:4]([CH3:31])([CH3:30])[CH2:5][NH:6][C:7]([C:9]1[N:10]=[C:11]([C:28]#[N:29])[C:12]2[C:17]([C:18]=1[OH:19])=[CH:16][CH:15]=[C:14]([CH2:20][CH2:21][C:22]1[CH:27]=[CH:26][CH:25]=[CH:24][CH:23]=1)[CH:13]=2)=[O:8].[OH-].[Na+].Cl.